This data is from Full USPTO retrosynthesis dataset with 1.9M reactions from patents (1976-2016). The task is: Predict the reactants needed to synthesize the given product. (1) Given the product [NH2:33][C:34]([NH:1][CH2:2][CH2:3][CH2:4][C:5]1([C:23]2[CH:24]=[CH:25][CH:26]=[CH:27][CH:28]=2)[CH:9]=[C:8]([C:10]2[CH:15]=[C:14]([Cl:16])[CH:13]=[CH:12][C:11]=2[F:17])[CH2:7][N:6]1[C:18]([N:20]([CH3:22])[CH3:21])=[O:19])=[O:35], predict the reactants needed to synthesize it. The reactants are: [NH2:1][CH2:2][CH2:3][CH2:4][C:5]1([C:23]2[CH:28]=[CH:27][CH:26]=[CH:25][CH:24]=2)[CH:9]=[C:8]([C:10]2[CH:15]=[C:14]([Cl:16])[CH:13]=[CH:12][C:11]=2[F:17])[CH2:7][N:6]1[C:18]([N:20]([CH3:22])[CH3:21])=[O:19].C[Si]([N:33]=[C:34]=[O:35])(C)C.C(N(CC)CC)C. (2) The reactants are: [CH:1]([Mg]Cl)=[CH2:2].[N:5]1[CH:10]=[CH:9][CH:8]=[C:7](/[CH:11]=[N:12]/[CH2:13][CH:14]=[CH2:15])[CH:6]=1. Given the product [CH2:13]([NH:12][CH:11]([C:7]1[CH:6]=[N:5][CH:10]=[CH:9][CH:8]=1)[CH:1]=[CH2:2])[CH:14]=[CH2:15], predict the reactants needed to synthesize it. (3) Given the product [OH:10][C:8]1[CH:7]=[CH:6][C:4]2[N:5]=[C:1]([C:21]3[CH:22]=[C:14]([OH:13])[CH:15]=[CH:19][C:20]=3[OH:23])[O:2][C:3]=2[CH:9]=1, predict the reactants needed to synthesize it. The reactants are: [CH3:1][O:2][C:3]1[CH:9]=[C:8]([O:10]C)[CH:7]=[CH:6][C:4]=1[NH2:5].C[O:13][C:14]1[CH:22]=[CH:21][C:20]([O:23]C)=[CH:19][C:15]=1C(O)=O. (4) Given the product [Cl:68][C:67]1[CH:66]=[CH:65][CH:64]=[C:63]([Cl:69])[C:62]=1[N:59]1[C:55]2[N:56]=[CH:57][N:58]=[C:53]([O:52][C@@H:41]([CH2:40][O:39][CH2:38][CH2:37][OH:36])[C:42]([NH:44][C:45]3[CH:50]=[CH:49][C:48]([F:51])=[CH:47][N:46]=3)=[O:43])[C:54]=2[CH:61]=[N:60]1, predict the reactants needed to synthesize it. The reactants are: [F-].C([N+](CCCC)(CCCC)CCCC)CCC.[Si]([O:36][CH2:37][CH2:38][O:39][CH2:40][C@H:41]([O:52][C:53]1[N:58]=[CH:57][N:56]=[C:55]2[N:59]([C:62]3[C:67]([Cl:68])=[CH:66][CH:65]=[CH:64][C:63]=3[Cl:69])[N:60]=[CH:61][C:54]=12)[C:42]([NH:44][C:45]1[CH:50]=[CH:49][C:48]([F:51])=[CH:47][N:46]=1)=[O:43])(C(C)(C)C)(C1C=CC=CC=1)C1C=CC=CC=1. (5) Given the product [C:25]([C:16]1[CH:15]=[C:14]([C:12]2[N:13]=[C:9]([CH2:8][OH:7])[S:10][CH:11]=2)[CH:19]=[C:18]([C:20]([CH3:23])([CH3:22])[CH3:21])[C:17]=1[OH:24])([CH3:28])([CH3:27])[CH3:26], predict the reactants needed to synthesize it. The reactants are: C([O:7][CH2:8][C:9]1[S:10][CH:11]=[C:12]([C:14]2[CH:19]=[C:18]([C:20]([CH3:23])([CH3:22])[CH3:21])[C:17]([OH:24])=[C:16]([C:25]([CH3:28])([CH3:27])[CH3:26])[CH:15]=2)[N:13]=1)(=O)C(C)(C)C.[OH-].[Na+]. (6) Given the product [F:16][C:13]1([F:17])[CH2:14][CH2:15][N:11]([C:9]2[CH:10]=[C:5]([CH:3]3[CH2:2][N:1]([C:41](=[O:43])[CH3:42])[CH2:4]3)[CH:6]=[C:7]([NH:18][C:19]3[CH:24]=[C:23]([C:25]([F:28])([F:26])[F:27])[CH:22]=[CH:21][N:20]=3)[N:8]=2)[CH2:12]1, predict the reactants needed to synthesize it. The reactants are: [NH:1]1[CH2:4][CH:3]([C:5]2[CH:10]=[C:9]([N:11]3[CH2:15][CH2:14][C:13]([F:17])([F:16])[CH2:12]3)[N:8]=[C:7]([NH:18][C:19]3[CH:24]=[C:23]([C:25]([F:28])([F:27])[F:26])[CH:22]=[CH:21][N:20]=3)[CH:6]=2)[CH2:2]1.ClCCl.C(N(C(C)C)C(C)C)C.[C:41](OC(=O)C)(=[O:43])[CH3:42]. (7) Given the product [CH:29]1([O:34][C:35](=[O:48])[C@@H:36]([NH:40][C:41]([O:43][C:44]([CH3:47])([CH3:46])[CH3:45])=[O:42])[CH2:37][CH2:38][O:26][C:20]2[CH:19]=[C:18]3[C:23]([C:14]([O:13][C:12]4[CH:27]=[CH:28][C:9]([NH:8][CH2:1][C:2]5[CH:3]=[CH:4][CH:5]=[CH:6][CH:7]=5)=[CH:10][CH:11]=4)=[CH:15][CH:16]=[N:17]3)=[CH:22][C:21]=2[O:24][CH3:25])[CH2:30][CH2:31][CH2:32][CH2:33]1, predict the reactants needed to synthesize it. The reactants are: [CH2:1]([NH:8][C:9]1[CH:28]=[CH:27][C:12]([O:13][C:14]2[C:23]3[C:18](=[CH:19][C:20]([OH:26])=[C:21]([O:24][CH3:25])[CH:22]=3)[N:17]=[CH:16][CH:15]=2)=[CH:11][CH:10]=1)[C:2]1[CH:7]=[CH:6][CH:5]=[CH:4][CH:3]=1.[CH:29]1([O:34][C:35](=[O:48])[C@@H:36]([NH:40][C:41]([O:43][C:44]([CH3:47])([CH3:46])[CH3:45])=[O:42])[CH2:37][CH2:38]Br)[CH2:33][CH2:32][CH2:31][CH2:30]1.C(=O)([O-])[O-].[K+].[K+]. (8) Given the product [C:1]([O:5][C:6]([N:8]1[CH2:9][C:10]([O:13][C:14]2[CH:31]=[C:18]3[C:17](=[CH:16][C:15]=2[F:32])[O:22][CH2:21][C:20]2[N:19]3[CH:24]([CH3:25])[C:26](=[O:27])[NH:34][N:35]=2)([CH3:12])[CH2:11]1)=[O:7])([CH3:4])([CH3:2])[CH3:3], predict the reactants needed to synthesize it. The reactants are: [C:1]([O:5][C:6]([N:8]1[CH2:11][C:10]([O:13][C:14]2[C:15]([F:32])=[CH:16][C:17]3[O:22][CH2:21][C:20](=S)[N:19]([CH:24]([C:26](OCC)=[O:27])[CH3:25])[C:18]=3[CH:31]=2)([CH3:12])[CH2:9]1)=[O:7])([CH3:4])([CH3:3])[CH3:2].O.[NH2:34][NH2:35]. (9) The reactants are: [H-].[Na+].[F:3][C:4]1[CH:5]=[C:6]([NH:13][C:14]2[CH:15]=[N:16][CH:17]=[N:18][CH:19]=2)[CH:7]=[C:8]([N+:10]([O-:12])=[O:11])[CH:9]=1.[CH3:20]I. Given the product [F:3][C:4]1[CH:5]=[C:6]([N:13]([CH3:20])[C:14]2[CH:19]=[N:18][CH:17]=[N:16][CH:15]=2)[CH:7]=[C:8]([N+:10]([O-:12])=[O:11])[CH:9]=1, predict the reactants needed to synthesize it.